Dataset: Forward reaction prediction with 1.9M reactions from USPTO patents (1976-2016). Task: Predict the product of the given reaction. (1) Given the reactants [OH-].[K+].[Br:3][C:4]1[CH:5]=[C:6]([C:11]([OH:13])=[O:12])[CH:7]=[N:8][C:9]=1Cl.[CH:14]1([CH2:17][OH:18])[CH2:16][CH2:15]1.C(O)(=O)CC(CC(O)=O)(C(O)=O)O, predict the reaction product. The product is: [Br:3][C:4]1[C:9]([O:18][CH2:17][CH:14]2[CH2:16][CH2:15]2)=[N:8][CH:7]=[C:6]([CH:5]=1)[C:11]([OH:13])=[O:12]. (2) Given the reactants Br[C:2]1[C:3]([CH3:8])=[N:4][NH:5][C:6]=1[CH3:7].[O:9]=[S:10]1(=[O:37])[CH2:15][CH2:14][CH:13]([C:16]2[C:24]3[C:19](=[C:20]([C:34]([NH2:36])=[O:35])[CH:21]=[C:22](B4OC(C)(C)C(C)(C)O4)[CH:23]=3)[NH:18][CH:17]=2)[CH2:12][CH2:11]1.C([O-])([O-])=O.[K+].[K+], predict the reaction product. The product is: [CH3:8][C:3]1[C:2]([C:22]2[CH:23]=[C:24]3[C:19](=[C:20]([C:34]([NH2:36])=[O:35])[CH:21]=2)[NH:18][CH:17]=[C:16]3[CH:13]2[CH2:12][CH2:11][S:10](=[O:9])(=[O:37])[CH2:15][CH2:14]2)=[C:6]([CH3:7])[NH:5][N:4]=1. (3) Given the reactants Br[C:2]1[CH:7]=[C:6]([F:8])[C:5]([CH:9]([O:22][CH3:23])[C:10]([NH:12][CH2:13][C:14]2[CH:19]=[CH:18][C:17]([C:20]#[N:21])=[CH:16][CH:15]=2)=[O:11])=[C:4]([F:24])[CH:3]=1.[C:25]1(B(O)O)[CH:30]=[CH:29][CH:28]=[CH:27][CH:26]=1.C(=O)([O-])[O-].[Na+].[Na+], predict the reaction product. The product is: [C:20]([C:17]1[CH:18]=[CH:19][C:14]([CH2:13][NH:12][C:10](=[O:11])[CH:9]([C:5]2[C:6]([F:8])=[CH:7][C:2]([C:25]3[CH:30]=[CH:29][CH:28]=[CH:27][CH:26]=3)=[CH:3][C:4]=2[F:24])[O:22][CH3:23])=[CH:15][CH:16]=1)#[N:21].